This data is from hERG potassium channel inhibition data for cardiac toxicity prediction from Karim et al.. The task is: Regression/Classification. Given a drug SMILES string, predict its toxicity properties. Task type varies by dataset: regression for continuous values (e.g., LD50, hERG inhibition percentage) or binary classification for toxic/non-toxic outcomes (e.g., AMES mutagenicity, cardiotoxicity, hepatotoxicity). Dataset: herg_karim. (1) The drug is CN1CC2CC1CN2c1cnc(-c2ccc3n[nH]cc3c2)cn1. The result is 0 (non-blocker). (2) The molecule is Cc1cc(CN2CCN(c3c(Cl)cnc4nc(N5CCN(C)CC5)[nH]c34)CC2)no1. The result is 1 (blocker).